The task is: Regression/Classification. Given a drug SMILES string, predict its toxicity properties. Task type varies by dataset: regression for continuous values (e.g., LD50, hERG inhibition percentage) or binary classification for toxic/non-toxic outcomes (e.g., AMES mutagenicity, cardiotoxicity, hepatotoxicity). Dataset: ld50_zhu.. This data is from Acute oral toxicity (LD50) regression data from Zhu et al.. (1) The compound is C=CC1(C)CCC(C(C)(C)O)O1. The rat oral LD50 is 2.17, given as -log10 of the dose in mol/kg body weight (higher means more acutely toxic). (2) The compound is O=c1[nH]c2c(Cl)c(Cl)cc(Cl)c2o1. The rat oral LD50 is 2.68, given as -log10 of the dose in mol/kg body weight (higher means more acutely toxic). (3) The molecule is CCCOC(=O)CCC(=O)N(CC)CC. The rat oral LD50 is 1.22, given as -log10 of the dose in mol/kg body weight (higher means more acutely toxic). (4) The compound is CC(C)N(CCC(C(N)=O)(c1ccccc1)c1ccccn1)C(C)C. The rat oral LD50 is 3.01, given as -log10 of the dose in mol/kg body weight (higher means more acutely toxic). (5) The molecule is CCOC(=O)C=Cc1ccccc1. The rat oral LD50 is 1.64, given as -log10 of the dose in mol/kg body weight (higher means more acutely toxic). (6) The compound is CNC(=O)Oc1cccc2sccc12. The rat oral LD50 is 3.47, given as -log10 of the dose in mol/kg body weight (higher means more acutely toxic). (7) The compound is CC1=NN(c2ccc(C)cc2)C(=O)C1. The rat oral LD50 is 1.40, given as -log10 of the dose in mol/kg body weight (higher means more acutely toxic). (8) The molecule is CN(C)c1ccc(C=C2C(=O)N=C3c4ccccc4N=CN23)cc1. The rat oral LD50 is 2.95, given as -log10 of the dose in mol/kg body weight (higher means more acutely toxic). (9) The drug is CNC(=O)Oc1ccccc1C1OCC=CCO1. The rat oral LD50 is 3.85, given as -log10 of the dose in mol/kg body weight (higher means more acutely toxic).